This data is from Reaction yield outcomes from USPTO patents with 853,638 reactions. The task is: Predict the reaction yield, written as a fraction of the theoretical maximum amount of product (1.0 means a 100% yield; for example, 0.34 means a 34% yield). (1) The product is [F:1][C:2]1[C:7]([O:8][CH3:9])=[CH:6][C:5]([O:10][CH3:11])=[C:4]([F:12])[C:3]=1[CH2:13][CH2:14][C:15]1[N:16]=[C:17]2[CH:23]=[CH:22][N:21]([S:24]([C:27]3[CH:32]=[CH:31][CH:30]=[CH:29][CH:28]=3)(=[O:26])=[O:25])[C:18]2=[N:19][CH:20]=1. The yield is 0.810. The reactants are [F:1][C:2]1[C:7]([O:8][CH3:9])=[CH:6][C:5]([O:10][CH3:11])=[C:4]([F:12])[C:3]=1[C:13]#[C:14][C:15]1[N:16]=[C:17]2[CH:23]=[CH:22][N:21]([S:24]([C:27]3[CH:32]=[CH:31][CH:30]=[CH:29][CH:28]=3)(=[O:26])=[O:25])[C:18]2=[N:19][CH:20]=1.CO. The catalyst is O1CCCC1.[Pd]. (2) The catalyst is CO.Cl.[Pt]. The product is [NH2:11][CH:12]([C:14]1[C:15]([O:33][CH3:34])=[C:16]([CH:22]2[CH2:25][N:24]([C:26]([O:28][C:29]([CH3:31])([CH3:30])[CH3:32])=[O:27])[CH2:23]2)[C:17]([Cl:21])=[C:18]([Cl:20])[CH:19]=1)[CH3:13]. The yield is 0.990. The reactants are C(OC([NH:11][CH:12]([C:14]1[C:15]([O:33][CH3:34])=[C:16]([CH:22]2[CH2:25][N:24]([C:26]([O:28][C:29]([CH3:32])([CH3:31])[CH3:30])=[O:27])[CH2:23]2)[C:17]([Cl:21])=[C:18]([Cl:20])[CH:19]=1)[CH3:13])=O)C1C=CC=CC=1.O.[H][H]. (3) The reactants are [CH3:1][N:2]1[CH2:7][CH2:6][O:5][CH:4]([CH2:8][OH:9])[CH2:3]1.CCN(C(C)C)C(C)C.[Cl:19][C:20](OC1C=CC([N+]([O-])=O)=CC=1)=[O:21].[F:32][C:33]1[CH:45]=[CH:44][C:36]([CH2:37][N:38]2[CH2:43][CH2:42][NH:41][CH2:40][CH2:39]2)=[CH:35][CH:34]=1.CCOCC. The catalyst is C(Cl)Cl. The product is [ClH:19].[ClH:19].[F:32][C:33]1[CH:45]=[CH:44][C:36]([CH2:37][N:38]2[CH2:43][CH2:42][N:41]([C:20]([O:9][CH2:8][CH:4]3[O:5][CH2:6][CH2:7][N:2]([CH3:1])[CH2:3]3)=[O:21])[CH2:40][CH2:39]2)=[CH:35][CH:34]=1. The yield is 0.440. (4) The reactants are [Br:1][C:2]1[CH:7]=[CH:6][C:5]([NH:8][C:9]2[N:10]([CH3:19])[C:11](=[O:18])[CH:12]=[CH:13][C:14]=2[C:15]([OH:17])=O)=[C:4]([F:20])[CH:3]=1.CCN=C=NCCCN(C)C.C1C=CC2N(O)N=NC=2C=1.[CH:42]1([CH2:45][O:46][NH2:47])[CH2:44][CH2:43]1.CCN(CC)CC. The catalyst is CC(N(C)C)=O.CCOC(C)=O. The product is [CH:42]1([CH2:45][O:46][NH:47][C:15]([C:14]2[CH:13]=[CH:12][C:11](=[O:18])[N:10]([CH3:19])[C:9]=2[NH:8][C:5]2[CH:6]=[CH:7][C:2]([Br:1])=[CH:3][C:4]=2[F:20])=[O:17])[CH2:44][CH2:43]1. The yield is 0.570. (5) The reactants are [F:1][C:2]([F:14])([F:13])[O:3][C:4]1[CH:12]=[CH:11][C:7]([C:8](Cl)=[O:9])=[CH:6][CH:5]=1.[N:15]1[CH:20]=[CH:19][C:18]([C:21]2[CH:25]=[C:24]([NH2:26])[O:23][N:22]=2)=[CH:17][CH:16]=1.N1C=CC=CC=1. The catalyst is C(#N)C. The product is [N:15]1[CH:16]=[CH:17][C:18]([C:21]2[CH:25]=[C:24]([NH:26][C:8](=[O:9])[C:7]3[CH:11]=[CH:12][C:4]([O:3][C:2]([F:14])([F:13])[F:1])=[CH:5][CH:6]=3)[O:23][N:22]=2)=[CH:19][CH:20]=1. The yield is 0.351. (6) The reactants are Cl[C:2]1[C:7](CCC(O)=O)=[CH:6][CH:5]=[CH:4][N:3]=1.[C:13]1(B(O)O)[CH:18]=[CH:17][CH:16]=[CH:15][CH:14]=1.C([O-])([O-])=O.[K+].[K+]. The catalyst is O1CCOCC1.O.C1C=CC([P]([Pd]([P](C2C=CC=CC=2)(C2C=CC=CC=2)C2C=CC=CC=2)([P](C2C=CC=CC=2)(C2C=CC=CC=2)C2C=CC=CC=2)[P](C2C=CC=CC=2)(C2C=CC=CC=2)C2C=CC=CC=2)(C2C=CC=CC=2)C2C=CC=CC=2)=CC=1. The product is [C:13]1([C:2]2[CH:7]=[CH:6][CH:5]=[CH:4][N:3]=2)[CH:18]=[CH:17][CH:16]=[CH:15][CH:14]=1. The yield is 0.910.